Dataset: HIV replication inhibition screening data with 41,000+ compounds from the AIDS Antiviral Screen. Task: Binary Classification. Given a drug SMILES string, predict its activity (active/inactive) in a high-throughput screening assay against a specified biological target. (1) The result is 1 (active). The drug is Cc1cn(C2CC(ON3C(=O)c4ccccc4C3=O)C(CO)O2)c(=O)[nH]c1=O. (2) The compound is O=C(C1OC1c1ccc(O)cc1)C12CC3CC(CC(C3)C1)C2. The result is 0 (inactive).